From a dataset of NCI-60 drug combinations with 297,098 pairs across 59 cell lines. Regression. Given two drug SMILES strings and cell line genomic features, predict the synergy score measuring deviation from expected non-interaction effect. (1) Drug 1: C1CCC(C1)C(CC#N)N2C=C(C=N2)C3=C4C=CNC4=NC=N3. Drug 2: C1C(C(OC1N2C=C(C(=O)NC2=O)F)CO)O. Cell line: A498. Synergy scores: CSS=25.5, Synergy_ZIP=1.08, Synergy_Bliss=1.50, Synergy_Loewe=-8.35, Synergy_HSA=1.44. (2) Drug 1: C1=CC(=CC=C1CCC2=CNC3=C2C(=O)NC(=N3)N)C(=O)NC(CCC(=O)O)C(=O)O. Drug 2: CC1CCC2CC(C(=CC=CC=CC(CC(C(=O)C(C(C(=CC(C(=O)CC(OC(=O)C3CCCCN3C(=O)C(=O)C1(O2)O)C(C)CC4CCC(C(C4)OC)OCCO)C)C)O)OC)C)C)C)OC. Cell line: M14. Synergy scores: CSS=26.5, Synergy_ZIP=-1.32, Synergy_Bliss=-0.385, Synergy_Loewe=-0.753, Synergy_HSA=2.13. (3) Drug 1: CC1=CC=C(C=C1)C2=CC(=NN2C3=CC=C(C=C3)S(=O)(=O)N)C(F)(F)F. Drug 2: CNC(=O)C1=NC=CC(=C1)OC2=CC=C(C=C2)NC(=O)NC3=CC(=C(C=C3)Cl)C(F)(F)F. Cell line: HCT116. Synergy scores: CSS=-7.25, Synergy_ZIP=2.40, Synergy_Bliss=-3.46, Synergy_Loewe=-6.86, Synergy_HSA=-9.91. (4) Drug 2: CCN(CC)CCCC(C)NC1=C2C=C(C=CC2=NC3=C1C=CC(=C3)Cl)OC. Drug 1: CCC1(CC2CC(C3=C(CCN(C2)C1)C4=CC=CC=C4N3)(C5=C(C=C6C(=C5)C78CCN9C7C(C=CC9)(C(C(C8N6C=O)(C(=O)OC)O)OC(=O)C)CC)OC)C(=O)OC)O.OS(=O)(=O)O. Cell line: HS 578T. Synergy scores: CSS=0.885, Synergy_ZIP=-1.42, Synergy_Bliss=-0.913, Synergy_Loewe=0.345, Synergy_HSA=-1.37. (5) Drug 1: CNC(=O)C1=CC=CC=C1SC2=CC3=C(C=C2)C(=NN3)C=CC4=CC=CC=N4. Drug 2: CC1=C2C(C(=O)C3(C(CC4C(C3C(C(C2(C)C)(CC1OC(=O)C(C(C5=CC=CC=C5)NC(=O)OC(C)(C)C)O)O)OC(=O)C6=CC=CC=C6)(CO4)OC(=O)C)O)C)O. Cell line: RXF 393. Synergy scores: CSS=48.2, Synergy_ZIP=12.2, Synergy_Bliss=11.1, Synergy_Loewe=-3.37, Synergy_HSA=11.5. (6) Synergy scores: CSS=-2.29, Synergy_ZIP=-1.32, Synergy_Bliss=-12.0, Synergy_Loewe=-14.7, Synergy_HSA=-14.2. Drug 1: C1=CC(=CC=C1CC(C(=O)O)N)N(CCCl)CCCl.Cl. Drug 2: CC1=C(C=C(C=C1)NC(=O)C2=CC=C(C=C2)CN3CCN(CC3)C)NC4=NC=CC(=N4)C5=CN=CC=C5. Cell line: KM12. (7) Drug 1: CC1=C2C(C(=O)C3(C(CC4C(C3C(C(C2(C)C)(CC1OC(=O)C(C(C5=CC=CC=C5)NC(=O)OC(C)(C)C)O)O)OC(=O)C6=CC=CC=C6)(CO4)OC(=O)C)OC)C)OC. Drug 2: C1CCC(CC1)NC(=O)N(CCCl)N=O. Cell line: NCI-H322M. Synergy scores: CSS=38.6, Synergy_ZIP=5.64, Synergy_Bliss=4.89, Synergy_Loewe=-44.4, Synergy_HSA=5.89. (8) Drug 1: CC(C1=C(C=CC(=C1Cl)F)Cl)OC2=C(N=CC(=C2)C3=CN(N=C3)C4CCNCC4)N. Drug 2: C1=NC2=C(N1)C(=S)N=CN2. Cell line: HCT116. Synergy scores: CSS=43.9, Synergy_ZIP=-3.43, Synergy_Bliss=-7.12, Synergy_Loewe=-10.2, Synergy_HSA=-5.89.